This data is from Peptide-MHC class II binding affinity with 134,281 pairs from IEDB. The task is: Regression. Given a peptide amino acid sequence and an MHC pseudo amino acid sequence, predict their binding affinity value. This is MHC class II binding data. (1) The peptide sequence is AQIYQAVSAQAAAIH. The MHC is HLA-DPA10103-DPB10301 with pseudo-sequence HLA-DPA10103-DPB10301. The binding affinity (normalized) is 0.487. (2) The peptide sequence is MEVGWYRPPFSRFVHLYRNGK. The MHC is HLA-DPA10103-DPB10401 with pseudo-sequence HLA-DPA10103-DPB10401. The binding affinity (normalized) is 0.213. (3) The binding affinity (normalized) is 0.327. The MHC is HLA-DQA10401-DQB10402 with pseudo-sequence HLA-DQA10401-DQB10402. The peptide sequence is QDHQEEICEVVLAKS. (4) The peptide sequence is PTRVVNWEVIIMDEA. The MHC is DRB1_0301 with pseudo-sequence DRB1_0301. The binding affinity (normalized) is 0.719.